Predict the product of the given reaction. From a dataset of Forward reaction prediction with 1.9M reactions from USPTO patents (1976-2016). (1) The product is: [CH:36]1([C:39]2[N:40]=[C:41]([C:44](=[C:32]3[CH2:33][CH2:34][O:29][CH2:30][CH2:31]3)[C:45]#[N:46])[S:42][CH:43]=2)[CH2:38][CH2:37]1. Given the reactants C1(C2N=C(C3C4CCCCC=4SC=3NC(N3CCC[C@@H]3C(O)=O)=O)ON=2)CC1.[O:29]1[CH2:34][CH2:33][C:32](=O)[CH2:31][CH2:30]1.[CH:36]1([C:39]2[N:40]=[C:41]([CH2:44][C:45]#[N:46])[S:42][CH:43]=2)[CH2:38][CH2:37]1, predict the reaction product. (2) Given the reactants [CH3:1][O:2][C:3]1[CH:4]=[C:5]2[C:10](=[CH:11][C:12]=1[O:13][CH3:14])[N:9]=[C:8]([C:15]1[CH:20]=[C:19]([O:21][CH3:22])[C:18]([O:23][CH3:24])=[C:17]([O:25][CH3:26])[CH:16]=1)[N:7]=[C:6]2[C:27]([OH:29])=O.Cl.[F:31][C:32]1[CH:33]=[C:34]2[C:39](=[CH:40][CH:41]=1)[CH2:38][NH:37][CH2:36][CH2:35]2, predict the reaction product. The product is: [CH3:1][O:2][C:3]1[CH:4]=[C:5]2[C:10](=[CH:11][C:12]=1[O:13][CH3:14])[N:9]=[C:8]([C:15]1[CH:16]=[C:17]([O:25][CH3:26])[C:18]([O:23][CH3:24])=[C:19]([O:21][CH3:22])[CH:20]=1)[N:7]=[C:6]2[C:27]([N:37]1[CH2:36][CH2:35][C:34]2[C:39](=[CH:40][CH:41]=[C:32]([F:31])[CH:33]=2)[CH2:38]1)=[O:29].